This data is from Forward reaction prediction with 1.9M reactions from USPTO patents (1976-2016). The task is: Predict the product of the given reaction. (1) Given the reactants [C:1]([C@@:3]1([OH:19])[C@H:7]([OH:8])[C@@H:6]([CH2:9][OH:10])[O:5][C@H:4]1[N:11]1[CH:16]=[CH:15][C:14](=[O:17])[NH:13][C:12]1=[O:18])#[CH:2].C([Mg]Cl)(C)(C)C.[Cl:26][C:27]1[CH:62]=[CH:61][C:30]([O:31][P:32]([NH:46][C@@H:47]([CH2:54][C:55]2[CH:60]=[CH:59][CH:58]=[CH:57][CH:56]=2)[C:48]([O:50][CH:51]([CH3:53])[CH3:52])=[O:49])(OC2C(F)=C(F)C(F)=C(F)C=2F)=[O:33])=[CH:29][CH:28]=1, predict the reaction product. The product is: [Cl:26][C:27]1[CH:28]=[CH:29][C:30]([O:31][P:32]([NH:46][C@@H:47]([CH2:54][C:55]2[CH:56]=[CH:57][CH:58]=[CH:59][CH:60]=2)[C:48]([O:50][CH:51]([CH3:52])[CH3:53])=[O:49])([O:10][CH2:9][C@@H:6]2[C@@H:7]([OH:8])[C@@:3]([C:1]#[CH:2])([OH:19])[C@H:4]([N:11]3[CH:16]=[CH:15][C:14](=[O:17])[NH:13][C:12]3=[O:18])[O:5]2)=[O:33])=[CH:61][CH:62]=1. (2) Given the reactants [O:1]1[CH2:6][CH2:5][N:4]([C:7]2[CH:13]=[CH:12][C:10]([NH2:11])=[CH:9][CH:8]=2)[CH2:3][CH2:2]1.[F:14][C:15]([F:42])([F:41])[CH2:16][N:17](CC(F)(F)F)[C:18]1[CH:35]=[CH:34][C:21]2[NH:22][C:23]([C:25]3[CH:33]=[CH:32][C:28]([C:29]([O-])=[O:30])=[CH:27][CH:26]=3)=[N:24][C:20]=2[CH:19]=1, predict the reaction product. The product is: [F:42][C:15]([F:14])([F:41])[CH2:16][NH:17][C:18]1[CH:35]=[CH:34][C:21]2[NH:22][C:23]([C:25]3[CH:33]=[CH:32][C:28]([C:29]([NH:11][C:10]4[CH:12]=[CH:13][C:7]([N:4]5[CH2:3][CH2:2][O:1][CH2:6][CH2:5]5)=[CH:8][CH:9]=4)=[O:30])=[CH:27][CH:26]=3)=[N:24][C:20]=2[CH:19]=1. (3) Given the reactants [CH:1]1([C:4]2[N:8]([C:9]3[CH:14]=[C:13]([N+:15]([O-:17])=[O:16])[CH:12]=[CH:11][C:10]=3F)[N:7]=[N:6][N:5]=2)[CH2:3][CH2:2]1.[Si:19]([O:26][CH2:27][CH2:28][OH:29])([C:22]([CH3:25])([CH3:24])[CH3:23])([CH3:21])[CH3:20].C([O-])([O-])=O.[Cs+].[Cs+].CCOC(C)=O, predict the reaction product. The product is: [Si:19]([O:26][CH2:27][CH2:28][O:29][C:10]1[CH:11]=[CH:12][C:13]([N+:15]([O-:17])=[O:16])=[CH:14][C:9]=1[N:8]1[C:4]([CH:1]2[CH2:3][CH2:2]2)=[N:5][N:6]=[N:7]1)([C:22]([CH3:24])([CH3:25])[CH3:23])([CH3:21])[CH3:20]. (4) Given the reactants [NH:1]1[CH2:5][CH2:4][CH2:3][C:2]1=[O:6].[H-].[Na+].[Br:9][C:10]1[CH:11]=[C:12]([F:19])[C:13]([CH2:17]Br)=[C:14]([F:16])[CH:15]=1, predict the reaction product. The product is: [Br:9][C:10]1[CH:11]=[C:12]([F:19])[C:13]([CH2:17][N:1]2[CH2:5][CH2:4][CH2:3][C:2]2=[O:6])=[C:14]([F:16])[CH:15]=1. (5) Given the reactants [CH2:1]([N:8]1[C:16]2[C:11](=[CH:12][CH:13]=[C:14]([C:17]3[CH:22]=[CH:21][CH:20]=[CH:19][CH:18]=3)[CH:15]=2)[C:10]([C:23](=[O:29])[C:24]([O:26]CC)=[O:25])=[CH:9]1)[C:2]1[CH:7]=[CH:6][CH:5]=[CH:4][CH:3]=1.[OH-].[K+], predict the reaction product. The product is: [CH2:1]([N:8]1[C:16]2[C:11](=[CH:12][CH:13]=[C:14]([C:17]3[CH:18]=[CH:19][CH:20]=[CH:21][CH:22]=3)[CH:15]=2)[C:10]([C:23](=[O:29])[C:24]([OH:26])=[O:25])=[CH:9]1)[C:2]1[CH:3]=[CH:4][CH:5]=[CH:6][CH:7]=1.